This data is from Catalyst prediction with 721,799 reactions and 888 catalyst types from USPTO. The task is: Predict which catalyst facilitates the given reaction. (1) Reactant: [CH2:1]([N:5]([CH2:26][CH2:27][CH2:28][CH3:29])[C:6]1[CH:11]=[CH:10][C:9]([CH:12]=[CH:13][C:14]2[C:19]([CH3:20])=[CH:18][C:17]([CH2:21][OH:22])=[C:16]([CH3:23])[CH:15]=2)=[C:8]([O:24][CH3:25])[CH:7]=1)[CH2:2][CH2:3][CH3:4]. Product: [CH2:26]([N:5]([CH2:1][CH2:2][CH2:3][CH3:4])[C:6]1[CH:11]=[CH:10][C:9]([CH:12]=[CH:13][C:14]2[C:19]([CH3:20])=[CH:18][C:17]([CH:21]=[O:22])=[C:16]([CH3:23])[CH:15]=2)=[C:8]([O:24][CH3:25])[CH:7]=1)[CH2:27][CH2:28][CH3:29]. The catalyst class is: 327. (2) Reactant: [C:1]1([N:7]2[C:19]3[C:14](=[CH:15][C:16](B4OC(C)(C)C(C)(C)O4)=[C:17]4[CH:23]=[CH:22][CH:21]=[CH:20][C:18]4=3)[C:13]3[C:8]2=[CH:9][CH:10]=[CH:11][CH:12]=3)[CH:6]=[CH:5][CH:4]=[CH:3][CH:2]=1.I[C:34]1[CH:39]=[CH:38][CH:37]=[CH:36][C:35]=1[N+:40]([O-:42])=[O:41].C(=O)([O-])[O-].[Na+].[Na+].C(COC)OC. Product: [N+:40]([C:35]1[CH:36]=[CH:37][CH:38]=[CH:39][C:34]=1[C:16]1[CH:15]=[C:14]2[C:19]([N:7]([C:1]3[CH:6]=[CH:5][CH:4]=[CH:3][CH:2]=3)[C:8]3[C:13]2=[CH:12][CH:11]=[CH:10][CH:9]=3)=[C:18]2[CH:20]=[CH:21][CH:22]=[CH:23][C:17]=12)([O-:42])=[O:41]. The catalyst class is: 6. (3) The catalyst class is: 152. Product: [C:33]([CH2:36][CH2:37][CH2:38][CH2:39][CH2:40][C:41]1([CH3:58])[C:50]2[C:45]3=[C:46]([CH2:55][CH2:56][NH+:44]3[CH:43]=[C:42]1/[CH:57]=[CH:21]/[CH:20]=[CH:19]/[CH:18]=[C:3]1\[C:2]([CH3:1])([CH3:32])[C:11]3[C:10]([S:12]([O-:15])(=[O:13])=[O:14])=[CH:9][CH:8]=[C:7]4[C:6]=3[N:5]\1[CH2:4][CH2:17][CH2:16]4)[CH:47]=[CH:48][C:49]=2[S:51]([OH:54])(=[O:53])=[O:52])([OH:35])=[O:34]. Reactant: [CH3:1][C:2]1([CH3:32])[C:11]2[C:10]([S:12]([O-:15])(=[O:14])=[O:13])=[CH:9][CH:8]=[C:7]3[CH2:16][CH2:17][NH+:5]([C:6]=23)[CH:4]=[C:3]1/[CH:18]=[CH:19]/[CH:20]=[CH:21]/N(C1C=CC=CC=1)C(=O)C.[C:33]([CH2:36][CH2:37][CH2:38][CH2:39][CH2:40][C:41]1([CH3:58])[C:50]2[C:49]([S:51]([O-:54])(=[O:53])=[O:52])=[CH:48][CH:47]=[C:46]3[CH2:55][CH2:56][NH+:44]([C:45]=23)[CH:43]=[C:42]1[CH3:57])([OH:35])=[O:34].N1C=CC=CC=1.